This data is from Full USPTO retrosynthesis dataset with 1.9M reactions from patents (1976-2016). The task is: Predict the reactants needed to synthesize the given product. Given the product [CH2:1]([O:8][C:9]1[C:17]2[N:16]=[C:15]([CH3:18])[N:14]([CH2:36][O:37][CH2:38][CH2:39][Si:40]([CH3:43])([CH3:42])[CH3:41])[C:13]=2[CH:12]=[C:11]([Br:19])[CH:10]=1)[C:2]1[CH:3]=[CH:4][CH:5]=[CH:6][CH:7]=1, predict the reactants needed to synthesize it. The reactants are: [CH2:1]([O:8][C:9]1[C:17]2[N:16]=[C:15]([CH3:18])[NH:14][C:13]=2[CH:12]=[C:11]([Br:19])[CH:10]=1)[C:2]1[CH:7]=[CH:6][CH:5]=[CH:4][CH:3]=1.C(N(CC)CC)C.CN(C)C=O.ClCCl.Cl[CH2:36][O:37][CH2:38][CH2:39][Si:40]([CH3:43])([CH3:42])[CH3:41].